From a dataset of Full USPTO retrosynthesis dataset with 1.9M reactions from patents (1976-2016). Predict the reactants needed to synthesize the given product. (1) Given the product [IH:2].[F:3][C:4]1[CH:9]=[CH:8][C:7]([F:10])=[CH:6][C:5]=1[C:11]([S:13][CH3:1])=[NH:12], predict the reactants needed to synthesize it. The reactants are: [CH3:1][I:2].[F:3][C:4]1[CH:9]=[CH:8][C:7]([F:10])=[CH:6][C:5]=1[C:11](=[S:13])[NH2:12]. (2) Given the product [CH3:44][N:42]([CH3:43])[CH2:41][CH2:40][C:22]1[C:23]2[C:28](=[C:27]([F:29])[CH:26]=[CH:25][C:24]=2[O:30][C:31]2[CH:36]=[CH:35][CH:34]=[CH:33][C:32]=2[NH2:37])[N:20]([CH2:18][CH3:19])[CH:21]=1, predict the reactants needed to synthesize it. The reactants are: CN(C)CCC1C2C(O)=CC=C(F)C=2N(C)C=1.[CH2:18]([N:20]1[C:28]2[C:23](=[C:24]([O:30][C:31]3[CH:36]=[CH:35][CH:34]=[CH:33][C:32]=3[N+:37]([O-])=O)[CH:25]=[CH:26][C:27]=2[F:29])[C:22]([CH2:40][CH2:41][N:42]([CH3:44])[CH3:43])=[CH:21]1)[CH3:19]. (3) Given the product [CH3:34][S:35]([OH:38])(=[O:37])=[O:36].[S:1]1[C:5]2[CH:6]=[CH:7][CH:8]=[C:9]([O:10][C:11]3[CH:16]=[CH:15][C:14]([NH:17][C:18]4[C:19]5[N:26]([CH2:27][CH2:28][NH:29][C:30](=[O:32])[CH3:31])[CH:25]=[CH:24][C:20]=5[N:21]=[CH:22][N:23]=4)=[CH:13][C:12]=3[Cl:33])[C:4]=2[CH:3]=[N:2]1, predict the reactants needed to synthesize it. The reactants are: [S:1]1[C:5]2[CH:6]=[CH:7][CH:8]=[C:9]([O:10][C:11]3[CH:16]=[CH:15][C:14]([NH:17][C:18]4[C:19]5[N:26]([CH2:27][CH2:28][NH:29][C:30](=[O:32])[CH3:31])[CH:25]=[CH:24][C:20]=5[N:21]=[CH:22][N:23]=4)=[CH:13][C:12]=3[Cl:33])[C:4]=2[CH:3]=[N:2]1.[CH3:34][S:35]([OH:38])(=[O:37])=[O:36].C(OCC)C. (4) Given the product [C:36]([O:21][CH2:20][C@H:19]([NH:18][C:10]1[CH:11]=[CH:12][C:13]([N+:15]([O-:17])=[O:16])=[CH:14][C:9]=1[C:8]([NH:7][CH2:6][C:5]1[CH:24]=[CH:25][C:26]([O:27][CH3:28])=[C:3]([O:2][CH3:1])[CH:4]=1)=[O:23])[CH3:22])(=[O:38])[CH3:37], predict the reactants needed to synthesize it. The reactants are: [CH3:1][O:2][C:3]1[CH:4]=[C:5]([CH:24]=[CH:25][C:26]=1[O:27][CH3:28])[CH2:6][NH:7][C:8](=[O:23])[C:9]1[CH:14]=[C:13]([N+:15]([O-:17])=[O:16])[CH:12]=[CH:11][C:10]=1[NH:18][C@H:19]([CH3:22])[CH2:20][OH:21].C(N(CC)CC)C.[C:36](Cl)(=[O:38])[CH3:37].